From a dataset of Full USPTO retrosynthesis dataset with 1.9M reactions from patents (1976-2016). Predict the reactants needed to synthesize the given product. (1) Given the product [CH3:14][C:2]([NH:15][NH:19][C:21]([O:23][C:24]([CH3:27])([CH3:26])[CH3:25])=[O:22])([CH3:1])[CH2:3][C:4]1[CH:5]=[CH:6][C:7]([C:10]([F:11])([F:12])[F:13])=[CH:8][CH:9]=1, predict the reactants needed to synthesize it. The reactants are: [CH3:1][C:2]([NH2:15])([CH3:14])[CH2:3][C:4]1[CH:9]=[CH:8][C:7]([C:10]([F:13])([F:12])[F:11])=[CH:6][CH:5]=1.ClC(Cl)(Cl)C1O[N:19]1[C:21]([O:23][C:24]([CH3:27])([CH3:26])[CH3:25])=[O:22]. (2) Given the product [OH:8][C:9]1[CH:38]=[CH:37][C:36]([C:39]2[CH:40]=[CH:41][N:42]=[CH:43][CH:44]=2)=[CH:35][C:10]=1[C:11]([NH:13][C:14]1[CH:26]=[C:25]([C:27]2[CH:32]=[CH:31][CH:30]=[CH:29][C:28]=2[O:33][CH3:34])[CH:24]=[CH:23][C:15]=1[C:16]([O:18][C:19]([CH3:21])([CH3:20])[CH3:22])=[O:17])=[O:12], predict the reactants needed to synthesize it. The reactants are: C([O:8][C:9]1[CH:38]=[CH:37][C:36]([C:39]2[CH:44]=[CH:43][N:42]=[CH:41][CH:40]=2)=[CH:35][C:10]=1[C:11]([NH:13][C:14]1[CH:26]=[C:25]([C:27]2[CH:32]=[CH:31][CH:30]=[CH:29][C:28]=2[O:33][CH3:34])[CH:24]=[CH:23][C:15]=1[C:16]([O:18][C:19]([CH3:22])([CH3:21])[CH3:20])=[O:17])=[O:12])C1C=CC=CC=1. (3) Given the product [C:1]([O:5][C:6]([N:8]1[C:9]2=[CH:14][N:13]=[C:12]([O:15][CH3:16])[CH:11]=[C:10]2[CH2:17][C:18]1=[O:20])=[O:7])([CH3:4])([CH3:3])[CH3:2], predict the reactants needed to synthesize it. The reactants are: [C:1]([O:5][C:6]([NH:8][C:9]1[C:10]([CH2:17][C:18]([OH:20])=O)=[CH:11][C:12]([O:15][CH3:16])=[N:13][CH:14]=1)=[O:7])([CH3:4])([CH3:3])[CH3:2].C(Cl)CCl.C1C=NC2N(O)N=NC=2C=1.CCN(C(C)C)C(C)C. (4) Given the product [CH2:1]([O:3][C:4](=[O:34])[CH2:5][O:6][C:7]1[CH:12]=[CH:11][C:10]([S:13][C:14]2[CH:19]=[C:18]([O:20][CH2:21][C:22]3[CH:27]=[CH:26][C:25]([S:28]([CH3:31])(=[O:30])=[O:29])=[CH:24][CH:23]=3)[CH:17]=[C:16]([C:36]#[C:35][C:37]3[CH:42]=[CH:41][C:40]([F:43])=[CH:39][CH:38]=3)[CH:15]=2)=[CH:9][C:8]=1[CH3:33])[CH3:2], predict the reactants needed to synthesize it. The reactants are: [CH2:1]([O:3][C:4](=[O:34])[CH2:5][O:6][C:7]1[CH:12]=[CH:11][C:10]([S:13][C:14]2[CH:19]=[C:18]([O:20][CH2:21][C:22]3[CH:27]=[CH:26][C:25]([S:28]([CH3:31])(=[O:30])=[O:29])=[CH:24][CH:23]=3)[CH:17]=[C:16](Br)[CH:15]=2)=[CH:9][C:8]=1[CH3:33])[CH3:2].[C:35]([C:37]1[CH:42]=[CH:41][C:40]([F:43])=[CH:39][CH:38]=1)#[CH:36].C(OC(=O)COC1C=CC(SC2C=C(C#CC3C=CC(CO)=CC=3)C=C(OCCC3C=CC(Cl)=CC=3)C=2)=CC=1C)C. (5) Given the product [Br:1][C:2]1[CH:3]=[CH:4][C:27]([C:26]#[N:23])=[C:6]([NH:18][CH2:17][C:16]2[CH:19]=[CH:20][C:13]([O:12][CH3:11])=[CH:14][CH:15]=2)[CH:9]=1, predict the reactants needed to synthesize it. The reactants are: [Br:1][C:2]1[CH:3]=[CH:4]C(F)=[C:6]([CH:9]=1)C#N.[CH3:11][O:12][C:13]1[CH:20]=[CH:19][C:16]([CH2:17][NH2:18])=[CH:15][CH:14]=1.C([N:23]([CH2:26][CH3:27])CC)C. (6) Given the product [CH3:1][C:2]1[CH:3]=[C:4]([NH:9][C:10]2[C:15]([C:16]([NH2:18])=[O:17])=[C:14]([S:19]([CH3:20])=[O:32])[N:13]=[C:12]([S:21][CH2:22][CH3:23])[N:11]=2)[CH:5]=[C:6]([CH3:8])[CH:7]=1, predict the reactants needed to synthesize it. The reactants are: [CH3:1][C:2]1[CH:3]=[C:4]([NH:9][C:10]2[C:15]([C:16]([NH2:18])=[O:17])=[C:14]([S:19][CH3:20])[N:13]=[C:12]([S:21][CH2:22][CH3:23])[N:11]=2)[CH:5]=[C:6]([CH3:8])[CH:7]=1.C1C=C(Cl)C=C(C(OO)=[O:32])C=1.